This data is from TCR-epitope binding with 47,182 pairs between 192 epitopes and 23,139 TCRs. The task is: Binary Classification. Given a T-cell receptor sequence (or CDR3 region) and an epitope sequence, predict whether binding occurs between them. (1) The epitope is TPINLVRDL. The TCR CDR3 sequence is CASSSATGAYEQYF. Result: 0 (the TCR does not bind to the epitope). (2) The epitope is YLQPRTFLL. The TCR CDR3 sequence is CASSGLNTGELFF. Result: 1 (the TCR binds to the epitope). (3) The epitope is FVDGVPFVV. The TCR CDR3 sequence is CASSSRDFSYNEQFF. Result: 1 (the TCR binds to the epitope). (4) The epitope is EEHVQIHTI. The TCR CDR3 sequence is CASSPLDNWEQFF. Result: 0 (the TCR does not bind to the epitope). (5) The epitope is NLSALGIFST. The TCR CDR3 sequence is CASSSDRNTGELFF. Result: 0 (the TCR does not bind to the epitope). (6) The epitope is IPSINVHHY. The TCR CDR3 sequence is CSARDTALVNIQYF. Result: 0 (the TCR does not bind to the epitope).